Dataset: Full USPTO retrosynthesis dataset with 1.9M reactions from patents (1976-2016). Task: Predict the reactants needed to synthesize the given product. (1) Given the product [CH:21]1([CH2:20][O:13][C:11]2[C:10]([C:14]([O:16][CH2:17][CH3:18])=[O:15])=[N:9][N:8]([C:5]3[CH:4]=[CH:3][C:2]([F:1])=[CH:7][CH:6]=3)[CH:12]=2)[CH2:23][CH2:22]1, predict the reactants needed to synthesize it. The reactants are: [F:1][C:2]1[CH:7]=[CH:6][C:5]([N:8]2[CH:12]=[C:11]([OH:13])[C:10]([C:14]([O:16][CH2:17][CH3:18])=[O:15])=[N:9]2)=[CH:4][CH:3]=1.Br[CH2:20][CH:21]1[CH2:23][CH2:22]1. (2) Given the product [Cl:24][C:21]1[CH:20]=[CH:19][C:18]([C:12]2[C:11]3[CH2:10][CH2:9][NH:8][CH2:17][CH2:16][C:15]=3[N:14]([CH2:31][C:29]3[S:30][C:26]([Cl:25])=[CH:27][CH:28]=3)[N:13]=2)=[CH:23][CH:22]=1, predict the reactants needed to synthesize it. The reactants are: C(OC([N:8]1[CH2:17][CH2:16][C:15]2[NH:14][N:13]=[C:12]([C:18]3[CH:23]=[CH:22][C:21]([Cl:24])=[CH:20][CH:19]=3)[C:11]=2[CH2:10][CH2:9]1)=O)(C)(C)C.[Cl:25][C:26]1[S:30][C:29]([CH2:31]Cl)=[CH:28][CH:27]=1.C(OC(N1CCC2C(=C(C3C=CC(Cl)=CC=3)N(CC3SC(Cl)=CC=3)N=2)CC1)=O)(C)(C)C. (3) Given the product [CH3:16][O:15][C:3]1[CH:4]=[C:5]([CH:13]=[CH:14][C:2]=1[C:20]([CH3:22])([CH3:21])[C:19]([O:18][CH3:17])=[O:23])[C:6]([O:8][C:9]([CH3:12])([CH3:11])[CH3:10])=[O:7], predict the reactants needed to synthesize it. The reactants are: Br[C:2]1[CH:14]=[CH:13][C:5]([C:6]([O:8][C:9]([CH3:12])([CH3:11])[CH3:10])=[O:7])=[CH:4][C:3]=1[O:15][CH3:16].[CH3:17][O:18][C:19]([O:23][Si](C)(C)C)=[C:20]([CH3:22])[CH3:21]. (4) Given the product [CH3:1][O:2][C:3]1[CH:4]=[CH:5][C:6]([N+:12]([O-:14])=[O:13])=[C:7]([CH:11]=1)[C:8]([NH2:20])=[O:9], predict the reactants needed to synthesize it. The reactants are: [CH3:1][O:2][C:3]1[CH:4]=[CH:5][C:6]([N+:12]([O-:14])=[O:13])=[C:7]([CH:11]=1)[C:8](O)=[O:9].O=S(Cl)Cl.C[N:20](C=O)C. (5) The reactants are: [C:1]([O:5][C:6](=[O:17])[CH2:7][C@H:8]([NH2:16])[C:9]1[CH:14]=[CH:13][C:12]([OH:15])=[CH:11][CH:10]=1)([CH3:4])([CH3:3])[CH3:2].O=C1CCC(=O)N1[O:25][C:26]([C@@H:28]1[CH2:33][CH2:32][CH2:31][N:30]([C:34](=[O:50])[CH2:35][CH2:36][CH:37]2[CH2:42][CH2:41][N:40]([C:43]([O:45][C:46]([CH3:49])([CH3:48])[CH3:47])=[O:44])[CH2:39][CH2:38]2)[CH2:29]1)=O.C(N(CC)CC)C.[Cl-].[NH4+]. Given the product [C:46]([O:45][C:43]([N:40]1[CH2:39][CH2:38][CH:37]([CH2:36][CH2:35][C:34]([N:30]2[CH2:31][CH2:32][CH2:33][C@@H:28]([C:26](=[O:25])[NH:16][C@H:8]([C:9]3[CH:10]=[CH:11][C:12]([OH:15])=[CH:13][CH:14]=3)[CH2:7][C:6]([O:5][C:1]([CH3:4])([CH3:2])[CH3:3])=[O:17])[CH2:29]2)=[O:50])[CH2:42][CH2:41]1)=[O:44])([CH3:49])([CH3:48])[CH3:47], predict the reactants needed to synthesize it. (6) Given the product [CH3:3][CH:2]([O:4][C:5]1[C:6]([N+:14]([O-:17])=[O:15])=[CH:7][CH:8]=[CH:12][C:13]=1[C:18]([OH:21])=[O:20])[CH3:1], predict the reactants needed to synthesize it. The reactants are: [CH3:1][CH:2]([O:4][C:5]1[CH:13]=[CH:12][C:8](C(O)=O)=[CH:7][CH:6]=1)[CH3:3].[N+:14]([O-:17])(O)=[O:15].[C:18]([O:21]C(=O)C)(=[O:20])C. (7) Given the product [CH2:17]([O:10][C:7]1[CH:8]=[CH:9][C:2]([Br:1])=[C:3]([CH:6]=1)[CH:4]=[O:5])[C:18]1[CH:23]=[CH:22][CH:21]=[CH:20][CH:19]=1, predict the reactants needed to synthesize it. The reactants are: [Br:1][C:2]1[CH:9]=[CH:8][C:7]([OH:10])=[CH:6][C:3]=1[CH:4]=[O:5].C(=O)([O-])[O-].[K+].[K+].[CH2:17](Br)[C:18]1[CH:23]=[CH:22][CH:21]=[CH:20][CH:19]=1.